Dataset: Blood-brain barrier permeability classification from the B3DB database. Task: Regression/Classification. Given a drug SMILES string, predict its absorption, distribution, metabolism, or excretion properties. Task type varies by dataset: regression for continuous measurements (e.g., permeability, clearance, half-life) or binary classification for categorical outcomes (e.g., BBB penetration, CYP inhibition). Dataset: b3db_classification. (1) The drug is CN1CC(O)c2cc(N=NC(N)=O)c(O)cc21. The result is 0 (does not penetrate BBB). (2) The molecule is C[C@@H]1[C@H]2Cc3ccc(O)cc3[C@]1(C)CCN2CC1CC1. The result is 1 (penetrates BBB). (3) The compound is C#CC1(O)CCC2C3CCC4=CCCCC4C3C(=C)CC21CC. The result is 0 (does not penetrate BBB). (4) The compound is CN(C)CCCN1c2ccccc2CC(=O)c2ccccc21. The result is 1 (penetrates BBB).